This data is from Aqueous solubility values for 9,982 compounds from the AqSolDB database. The task is: Regression/Classification. Given a drug SMILES string, predict its absorption, distribution, metabolism, or excretion properties. Task type varies by dataset: regression for continuous measurements (e.g., permeability, clearance, half-life) or binary classification for categorical outcomes (e.g., BBB penetration, CYP inhibition). For this dataset (solubility_aqsoldb), we predict Y. The compound is NS(=O)(=O)c1ccc(Nc2ccnc(NC(=O)c3cccnc3)n2)cc1. The Y is -1.27 log mol/L.